Dataset: Peptide-MHC class I binding affinity with 185,985 pairs from IEDB/IMGT. Task: Regression. Given a peptide amino acid sequence and an MHC pseudo amino acid sequence, predict their binding affinity value. This is MHC class I binding data. (1) The peptide sequence is HRILDIYLE. The MHC is Mamu-B03 with pseudo-sequence Mamu-B03. The binding affinity (normalized) is 0.333. (2) The peptide sequence is VTDYVHEGV. The binding affinity (normalized) is 0.248. The MHC is HLA-A02:02 with pseudo-sequence HLA-A02:02. (3) The peptide sequence is LPDDFMGCVL. The MHC is HLA-B07:02 with pseudo-sequence HLA-B07:02. The binding affinity (normalized) is 0.570. (4) The peptide sequence is LAYLAGWII. The MHC is HLA-A26:01 with pseudo-sequence HLA-A26:01. The binding affinity (normalized) is 0.0847. (5) The peptide sequence is TWILRHPGF. The MHC is HLA-A24:02 with pseudo-sequence HLA-A24:02. The binding affinity (normalized) is 0.500. (6) The peptide sequence is KQLESVMYL. The MHC is BoLA-D18.4 with pseudo-sequence BoLA-D18.4. The binding affinity (normalized) is 0.686. (7) The MHC is HLA-A23:01 with pseudo-sequence HLA-A23:01. The peptide sequence is YYNKSTEKL. The binding affinity (normalized) is 0.569.